From a dataset of Full USPTO retrosynthesis dataset with 1.9M reactions from patents (1976-2016). Predict the reactants needed to synthesize the given product. Given the product [OH:28][C@@H:24]1[C@H:25]([OH:26])[O:31][C@H:22]([CH2:21][CH2:20][C:17]2[CH:18]=[CH:19][C:14]([C:11]3[CH:12]=[N:13][C:8]([O:7][CH3:6])=[CH:9][CH:10]=3)=[CH:15][CH:16]=2)[C@@H:23]1[CH2:32][CH2:33][N:34]1[C:35](=[O:44])[C:36]2[C:41](=[CH:40][CH:39]=[CH:38][CH:37]=2)[C:42]1=[O:43], predict the reactants needed to synthesize it. The reactants are: Cl(O)(=O)(=O)=O.[CH3:6][O:7][C:8]1[N:13]=[CH:12][C:11]([C:14]2[CH:19]=[CH:18][C:17]([CH2:20][CH2:21][C@H:22]3[O:31][C@H:25]4[O:26]C(C)(C)[O:28][C@H:24]4[C@H:23]3[CH2:32][CH2:33][N:34]3[C:42](=[O:43])[C:41]4[C:36](=[CH:37][CH:38]=[CH:39][CH:40]=4)[C:35]3=[O:44])=[CH:16][CH:15]=2)=[CH:10][CH:9]=1.